Dataset: Forward reaction prediction with 1.9M reactions from USPTO patents (1976-2016). Task: Predict the product of the given reaction. (1) Given the reactants [NH2:1][C:2]1[CH:7]=[CH:6][N:5]=[CH:4][CH:3]=1.C([O:10][C:11](=O)[CH2:12][N+:13]#[C-:14])C.CN(C)C=[O:19], predict the reaction product. The product is: [N:5]1[CH:6]=[CH:7][C:2]([N:1]2[C:11](=[O:10])[CH2:12][NH:13][C:14]2=[O:19])=[CH:3][CH:4]=1. (2) Given the reactants Cl[O:2][N:3]=[CH:4][C:5]1[CH:10]=[C:9]([CH3:11])[CH:8]=[C:7]([CH3:12])[CH:6]=1.C([O-])([O-])=O.[K+].[K+].[O:19]1[CH2:24][CH2:23][C:22](=[N:25][NH:26][C:27](=[O:37])[C:28]2[CH:33]=[CH:32][CH:31]=[C:30]([O:34][CH3:35])[C:29]=2[CH3:36])[CH2:21][CH2:20]1.O, predict the reaction product. The product is: [CH3:12][C:7]1[CH:6]=[C:5]([C:4]2[N:25]([NH:26][C:27](=[O:37])[C:28]3[CH:33]=[CH:32][CH:31]=[C:30]([O:34][CH3:35])[C:29]=3[CH3:36])[C:22]3([CH2:21][CH2:20][O:19][CH2:24][CH2:23]3)[O:2][N:3]=2)[CH:10]=[C:9]([CH3:11])[CH:8]=1. (3) The product is: [C:1]([N:4]1[CH2:11][C:10]2[CH:12]=[CH:13][C:14]([C:16]3[O:20][CH:19]=[N:18][CH:17]=3)=[CH:15][C:9]=2[CH2:8][CH2:7][C:6]2[CH:21]=[CH:22][CH:23]=[CH:24][C:5]1=2)(=[O:3])[CH3:2]. Given the reactants [C:1]([N:4]1[CH2:11][C:10]2[CH:12]=[CH:13][C:14]([C:16]3[O:20][CH:19]=[N:18][CH:17]=3)=[CH:15][C:9]=2[CH:8]=[CH:7][C:6]2[CH:21]=[CH:22][CH:23]=[CH:24][C:5]1=2)(=[O:3])[CH3:2], predict the reaction product.